The task is: Regression. Given a peptide amino acid sequence and an MHC pseudo amino acid sequence, predict their binding affinity value. This is MHC class II binding data.. This data is from Peptide-MHC class II binding affinity with 134,281 pairs from IEDB. (1) The peptide sequence is LVTVNPIASTNDDEV. The MHC is DRB1_0101 with pseudo-sequence DRB1_0101. The binding affinity (normalized) is 0.0284. (2) The peptide sequence is ATSLDTMTQMNQAFR. The MHC is HLA-DPA10103-DPB10201 with pseudo-sequence HLA-DPA10103-DPB10201. The binding affinity (normalized) is 0.125. (3) The peptide sequence is NDKFTVFEGAFNKAI. The MHC is DRB5_0101 with pseudo-sequence DRB5_0101. The binding affinity (normalized) is 1.00. (4) The peptide sequence is EGSSIGKLFTQTMKG. The MHC is HLA-DQA10102-DQB10501 with pseudo-sequence HLA-DQA10102-DQB10501. The binding affinity (normalized) is 0.714. (5) The peptide sequence is EKKYFAATQFEPLAP. The MHC is DRB1_1602 with pseudo-sequence DRB1_1602. The binding affinity (normalized) is 0.454. (6) The peptide sequence is VIPEGWKADTCYESK. The MHC is HLA-DPA10201-DPB10101 with pseudo-sequence HLA-DPA10201-DPB10101. The binding affinity (normalized) is 0.130. (7) The peptide sequence is PGTFQTTTGEIGAIA. The MHC is DRB3_0101 with pseudo-sequence DRB3_0101. The binding affinity (normalized) is 0.258. (8) The peptide sequence is YMDVISRRDQRGSGQ. The MHC is HLA-DQA10501-DQB10402 with pseudo-sequence HLA-DQA10501-DQB10402. The binding affinity (normalized) is 0.339. (9) The peptide sequence is EKKYFAAAQFEPLAA. The MHC is DRB1_0701 with pseudo-sequence DRB1_0701. The binding affinity (normalized) is 0.633. (10) The peptide sequence is KNYEHIAAYHFDLSG. The MHC is DRB1_0802 with pseudo-sequence DRB1_0802. The binding affinity (normalized) is 0.251.